Dataset: Catalyst prediction with 721,799 reactions and 888 catalyst types from USPTO. Task: Predict which catalyst facilitates the given reaction. (1) Reactant: [Cl-].O[NH3+:3].[C:4](=[O:7])([O-])[OH:5].[Na+].CS(C)=O.[CH2:13]([C:17]1[N:22]2[N:23]=[CH:24][CH:25]=[C:21]2[N:20]([C@H:26]2[CH2:31][CH2:30][C@H:29]([O:32][CH2:33][C:34]([OH:37])([CH3:36])[CH3:35])[CH2:28][CH2:27]2)[C:19](=[O:38])[C:18]=1[CH2:39][C:40]1[CH:45]=[CH:44][C:43]([C:46]2[C:47]([C:52]#[N:53])=[CH:48][CH:49]=[CH:50][CH:51]=2)=[C:42]([F:54])[CH:41]=1)[CH2:14][CH2:15][CH3:16]. Product: [CH2:13]([C:17]1[N:22]2[N:23]=[CH:24][CH:25]=[C:21]2[N:20]([C@H:26]2[CH2:31][CH2:30][C@H:29]([O:32][CH2:33][C:34]([OH:37])([CH3:35])[CH3:36])[CH2:28][CH2:27]2)[C:19](=[O:38])[C:18]=1[CH2:39][C:40]1[CH:45]=[CH:44][C:43]([C:46]2[CH:51]=[CH:50][CH:49]=[CH:48][C:47]=2[C:52]2[NH:3][C:4](=[O:7])[O:5][N:53]=2)=[C:42]([F:54])[CH:41]=1)[CH2:14][CH2:15][CH3:16]. The catalyst class is: 13. (2) Reactant: CS(C)=O.C(Cl)(=O)C(Cl)=O.[C:11]([N:18]1[CH2:23][CH2:22][CH:21]([CH2:24][OH:25])[CH2:20][CH2:19]1)([O:13][C:14]([CH3:17])([CH3:16])[CH3:15])=[O:12].C(N(CC)CC)C. Product: [C:11]([N:18]1[CH2:23][CH2:22][CH:21]([CH:24]=[O:25])[CH2:20][CH2:19]1)([O:13][C:14]([CH3:17])([CH3:16])[CH3:15])=[O:12]. The catalyst class is: 46. (3) Reactant: C1C=CC2N(O)N=NC=2C=1.CN(C(ON1N=NC2C=CC=CC1=2)=[N+](C)C)C.[B-](F)(F)(F)F.[F:33][C:34]1[CH:40]=[C:39]([F:41])[CH:38]=[CH:37][C:35]=1[NH2:36].[C:42]([O:46][C:47]([N:49]1[CH2:54][CH2:53][CH:52]([CH2:55][C:56](O)=[O:57])[CH2:51][CH2:50]1)=[O:48])([CH3:45])([CH3:44])[CH3:43]. Product: [F:33][C:34]1[CH:40]=[C:39]([F:41])[CH:38]=[CH:37][C:35]=1[NH:36][C:56](=[O:57])[CH2:55][CH:52]1[CH2:53][CH2:54][N:49]([C:47]([O:46][C:42]([CH3:44])([CH3:43])[CH3:45])=[O:48])[CH2:50][CH2:51]1. The catalyst class is: 3. (4) Reactant: [Li+].C[Si]([N-][Si](C)(C)C)(C)C.[Br:11][C:12]1[CH:17]=[CH:16][N:15]=[C:14](F)[CH:13]=1.[CH:19]1([C:23]#[N:24])[CH2:22][CH2:21][CH2:20]1. Product: [Br:11][C:12]1[CH:17]=[CH:16][N:15]=[C:14]([C:19]2([C:23]#[N:24])[CH2:22][CH2:21][CH2:20]2)[CH:13]=1. The catalyst class is: 11. (5) Product: [CH2:1]([O:8][N:9]1[C:14]2[N:15]=[CH:16][N:17]=[C:18]([CH3:19])[C:13]=2[C:12]([NH:20][CH2:21][C:22]2[CH:23]=[CH:24][C:25]([O:28][CH2:37][CH2:38][OH:39])=[CH:26][CH:27]=2)=[CH:11][C:10]1=[O:29])[C:2]1[CH:7]=[CH:6][CH:5]=[CH:4][CH:3]=1. The catalyst class is: 39. Reactant: [CH2:1]([O:8][N:9]1[C:14]2[N:15]=[CH:16][N:17]=[C:18]([CH3:19])[C:13]=2[C:12]([NH:20][CH2:21][C:22]2[CH:27]=[CH:26][C:25]([OH:28])=[CH:24][CH:23]=2)=[CH:11][C:10]1=[O:29])[C:2]1[CH:7]=[CH:6][CH:5]=[CH:4][CH:3]=1.C(=O)([O-])[O-].[K+].[K+].Br[CH2:37][CH2:38][OH:39].C(O)(=O)CC(CC(O)=O)(C(O)=O)O.